Dataset: Catalyst prediction with 721,799 reactions and 888 catalyst types from USPTO. Task: Predict which catalyst facilitates the given reaction. (1) The catalyst class is: 25. Reactant: Cl.[CH2:2]([O:9][C:10](=[O:16])[C@H:11]1[CH2:15][CH2:14][CH2:13][NH:12]1)[C:3]1[CH:8]=[CH:7][CH:6]=[CH:5][CH:4]=1.[CH:17]1([C:26]([OH:28])=O)[CH2:22][CH2:21][CH2:20][CH:19]([C:23]([OH:25])=O)[CH2:18]1. Product: [CH2:2]([O:9][C:10]([C@H:11]1[CH2:15][CH2:14][CH2:13][N:12]1[C:23]([CH:19]1[CH2:20][CH2:21][CH2:22][CH:17]([C:26]([N:12]2[CH2:13][CH2:14][CH2:15][C@@H:11]2[C:10]([O:9][CH2:2][C:3]2[CH:8]=[CH:7][CH:6]=[CH:5][CH:4]=2)=[O:16])=[O:28])[CH2:18]1)=[O:25])=[O:16])[C:3]1[CH:4]=[CH:5][CH:6]=[CH:7][CH:8]=1. (2) Reactant: Cl[C:2]([O:4][CH2:5][C:6]1[CH:11]=[CH:10][CH:9]=[CH:8][CH:7]=1)=[O:3].Br.[Br:13][CH2:14][CH2:15][NH2:16].C(N(CC)CC)C. Product: [CH2:5]([O:4][C:2](=[O:3])[NH:16][CH2:15][CH2:14][Br:13])[C:6]1[CH:11]=[CH:10][CH:9]=[CH:8][CH:7]=1. The catalyst class is: 2. (3) Reactant: [CH2:1]([O:7][CH2:8][CH2:9][CH2:10][CH2:11][CH2:12][CH2:13][CH2:14][CH:15]=O)[CH2:2][CH2:3][CH2:4][CH2:5][CH3:6].C(OCCCCCCCCO)CCCCC.[NH2:33][C:34]1[CH:35]=[N:36][CH:37]=[CH:38][CH:39]=1.Cl.C([BH3-])#N.[Na+]. Product: [CH2:1]([O:7][CH2:8][CH2:9][CH2:10][CH2:11][CH2:12][CH2:13][CH2:14][CH2:15][NH:33][C:34]1[CH:35]=[N:36][CH:37]=[CH:38][CH:39]=1)[CH2:2][CH2:3][CH2:4][CH2:5][CH3:6]. The catalyst class is: 1. (4) Reactant: [N+:1]([C:4]1[CH:9]=[CH:8][CH:7]=[CH:6][C:5]=1[NH:10][CH2:11][C:12]([NH:14][CH3:15])=[O:13])([O-])=O. Product: [NH2:1][C:4]1[CH:9]=[CH:8][CH:7]=[CH:6][C:5]=1[NH:10][CH2:11][C:12]([NH:14][CH3:15])=[O:13]. The catalyst class is: 63. (5) Reactant: C([Li])CCC.Br[C:7]1[CH:8]=[N:9][C:10]([N:13]([CH3:15])[CH3:14])=[N:11][CH:12]=1.[CH2:16]([Sn:20](Cl)([CH2:25][CH2:26][CH2:27][CH3:28])[CH2:21][CH2:22][CH2:23][CH3:24])[CH2:17][CH2:18][CH3:19].[F-].[K+]. Product: [CH2:25]([Sn:20]([CH2:16][CH2:17][CH2:18][CH3:19])([CH2:21][CH2:22][CH2:23][CH3:24])[C:7]1[CH:8]=[N:9][C:10]([N:13]([CH3:15])[CH3:14])=[N:11][CH:12]=1)[CH2:26][CH2:27][CH3:28]. The catalyst class is: 54. (6) Product: [CH3:1]/[CH:2]=[C:3]1\[C:4]([CH2:6][C@H:7]2[C@@H:12]3[CH2:13][CH2:14][C:15]4[C@@:21]([CH3:22])([C@H:11]3[CH2:10][CH2:9][C@:8]\12[CH3:23])[CH2:20][CH2:19][C:17](=[O:18])[CH:16]=4)=[O:5]. The catalyst class is: 48. Reactant: [CH3:1]/[CH:2]=[C:3]1/[C:4]([CH2:6][C@H:7]2[C@@H:12]3[CH2:13][CH2:14][C:15]4[C@@:21]([CH3:22])([C@H:11]3[CH2:10][CH2:9][C@:8]/12[CH3:23])[CH2:20][CH2:19][C:17](=[O:18])[CH:16]=4)=[O:5].C1(C)C=CC(S(O)(=O)=O)=CC=1. (7) Reactant: [OH-].[Na+].C[O:4][C:5](=[O:21])[CH2:6][C:7]1[CH:12]=[CH:11][CH:10]=[CH:9][C:8]=1[N:13]1[CH2:17][C:16](=[O:18])[NH:15][S:14]1(=[O:20])=[O:19].Cl. Product: [O:20]=[S:14]1(=[O:19])[NH:15][C:16](=[O:18])[CH2:17][N:13]1[C:8]1[CH:9]=[CH:10][CH:11]=[CH:12][C:7]=1[CH2:6][C:5]([OH:21])=[O:4]. The catalyst class is: 24.